Dataset: Tox21: 12 toxicity assays (nuclear receptors and stress response pathways). Task: Binary classification across 12 toxicity assays. The drug is Cc1ccc(N)cc1C. It tested positive (active) for: NR-AhR (Aryl hydrocarbon Receptor agonist activity), and NR-ER (Estrogen Receptor agonist activity).